This data is from Peptide-MHC class I binding affinity with 185,985 pairs from IEDB/IMGT. The task is: Regression. Given a peptide amino acid sequence and an MHC pseudo amino acid sequence, predict their binding affinity value. This is MHC class I binding data. (1) The peptide sequence is MPWLTTGPM. The MHC is HLA-B08:01 with pseudo-sequence HLA-B08:01. The binding affinity (normalized) is 0.272. (2) The peptide sequence is AQFSPQYL. The MHC is HLA-B54:01 with pseudo-sequence HLA-B54:01. The binding affinity (normalized) is 0. (3) The binding affinity (normalized) is 0.418. The MHC is HLA-A02:03 with pseudo-sequence HLA-A02:03. The peptide sequence is VQLSNNKYV. (4) The peptide sequence is YMWECPDFF. The MHC is HLA-B58:01 with pseudo-sequence HLA-B58:01. The binding affinity (normalized) is 0.213. (5) The peptide sequence is AFTFSPTYKA. The MHC is Patr-A0901 with pseudo-sequence Patr-A0901. The binding affinity (normalized) is 0.242. (6) The peptide sequence is KSRCASPST. The MHC is HLA-A26:01 with pseudo-sequence HLA-A26:01. The binding affinity (normalized) is 0.0847. (7) The peptide sequence is LAIKNYYRK. The MHC is HLA-A11:01 with pseudo-sequence HLA-A11:01. The binding affinity (normalized) is 0.600. (8) The peptide sequence is LVGKLNWASQIY. The MHC is HLA-B45:01 with pseudo-sequence HLA-B45:01. The binding affinity (normalized) is 0.254. (9) The peptide sequence is MTYLDGHPV. The MHC is HLA-A23:01 with pseudo-sequence HLA-A23:01. The binding affinity (normalized) is 0.0847.